From a dataset of Full USPTO retrosynthesis dataset with 1.9M reactions from patents (1976-2016). Predict the reactants needed to synthesize the given product. (1) Given the product [Cl:1][C:2]1[CH:8]=[C:7]([O:9][C:10]2[C:19]3[C:14](=[CH:15][C:16]([O:22][CH3:23])=[C:17]([O:20][CH3:21])[CH:18]=3)[N:13]=[CH:12][N:11]=2)[CH:6]=[CH:5][C:3]=1[NH:4][C:28](=[O:34])[O:27][CH2:25][CH:36]1[CH2:40][CH2:39][CH2:38][CH2:37]1, predict the reactants needed to synthesize it. The reactants are: [Cl:1][C:2]1[CH:8]=[C:7]([O:9][C:10]2[C:19]3[C:14](=[CH:15][C:16]([O:22][CH3:23])=[C:17]([O:20][CH3:21])[CH:18]=3)[N:13]=[CH:12][N:11]=2)[CH:6]=[CH:5][C:3]=1[NH2:4].Cl[C:25](Cl)([O:27][C:28](=[O:34])OC(Cl)(Cl)Cl)Cl.[CH:36]1(CO)[CH2:40][CH2:39][CH2:38][CH2:37]1.C(=O)(O)[O-].[Na+]. (2) Given the product [CH2:1]([O:8][C:9]1[CH:17]=[C:16]2[C:12](=[CH:11][CH:10]=1)[CH2:13][CH:14]=[CH:15]2)[C:2]1[CH:3]=[CH:4][CH:5]=[CH:6][CH:7]=1, predict the reactants needed to synthesize it. The reactants are: [CH2:1]([O:8][C:9]1[CH:17]=[C:16]2[C:12]([CH2:13][CH2:14][CH:15]2O)=[CH:11][CH:10]=1)[C:2]1[CH:7]=[CH:6][CH:5]=[CH:4][CH:3]=1.CC1C=CC(S(O)(=O)=O)=CC=1. (3) Given the product [Cl:1][C:2]1[CH:15]=[CH:14][C:5]([C:6]([NH:8][CH2:9][C:10]([F:13])([F:11])[F:12])=[O:7])=[C:4]([C:16]2[CH:21]=[C:20]([OH:22])[N:19]=[CH:18][N:17]=2)[CH:3]=1, predict the reactants needed to synthesize it. The reactants are: [Cl:1][C:2]1[CH:15]=[CH:14][C:5]([C:6]([NH:8][CH2:9][C:10]([F:13])([F:12])[F:11])=[O:7])=[C:4]([C:16]2[CH:21]=[C:20]([O:22]C)[N:19]=[CH:18][N:17]=2)[CH:3]=1.[Si](I)(C)(C)C.[O-]S([O-])(=S)=O.[Na+].[Na+].